From a dataset of Forward reaction prediction with 1.9M reactions from USPTO patents (1976-2016). Predict the product of the given reaction. (1) Given the reactants [Cl:1][C:2]1[CH:30]=[CH:29][C:5]2[N:6]([C:16]([C:18]3[CH:19]=[CH:20][C:21]4[O:26][CH2:25][C:24](=[O:27])[NH:23][C:22]=4[CH:28]=3)=[O:17])[CH:7]([CH2:10][C:11]([O:13]CC)=O)[CH2:8][O:9][C:4]=2[CH:3]=1.[CH3:31][NH2:32], predict the reaction product. The product is: [Cl:1][C:2]1[CH:30]=[CH:29][C:5]2[N:6]([C:16]([C:18]3[CH:19]=[CH:20][C:21]4[O:26][CH2:25][C:24](=[O:27])[NH:23][C:22]=4[CH:28]=3)=[O:17])[CH:7]([CH2:10][C:11]([NH:32][CH3:31])=[O:13])[CH2:8][O:9][C:4]=2[CH:3]=1. (2) Given the reactants [Br:1][C:2]1[CH:7]=[CH:6][C:5]([NH:8][C:9]([NH:11][CH2:12][CH2:13]Cl)=[O:10])=[C:4]([Cl:15])[CH:3]=1.[H-].[Na+], predict the reaction product. The product is: [Br:1][C:2]1[CH:7]=[CH:6][C:5]([N:8]2[CH2:13][CH2:12][NH:11][C:9]2=[O:10])=[C:4]([Cl:15])[CH:3]=1. (3) The product is: [C:1]([C:5]1[CH:6]=[C:7]([C:10]([O:13][CH3:14])=[CH:11][N:12]=1)[C:8]#[N:9])([CH3:4])([CH3:2])[CH3:3]. Given the reactants [C:1]([C:5]1[CH:6]=[C:7]([C:10]([OH:13])=[CH:11][N:12]=1)[C:8]#[N:9])([CH3:4])([CH3:3])[CH3:2].[CH3:14]CN(C(C)C)C(C)C.C[Si](C=[N+]=[N-])(C)C, predict the reaction product.